Dataset: Full USPTO retrosynthesis dataset with 1.9M reactions from patents (1976-2016). Task: Predict the reactants needed to synthesize the given product. (1) Given the product [C:5]([Si:9]([CH3:31])([CH3:32])[O:10][CH:11]([C:24]1[CH:25]=[N:26][C:27]([Cl:30])=[CH:28][CH:29]=1)[CH2:12][NH:4][CH2:3][CH2:1][OH:2])([CH3:6])([CH3:7])[CH3:8], predict the reactants needed to synthesize it. The reactants are: [CH2:1]([CH2:3][NH2:4])[OH:2].[C:5]([Si:9]([CH3:32])([CH3:31])[O:10][C@H:11]([C:24]1[CH:25]=[N:26][C:27]([Cl:30])=[CH:28][CH:29]=1)[CH2:12]OS(C1C=CC(C)=CC=1)(=O)=O)([CH3:8])([CH3:7])[CH3:6].C(N(C(C)C)CC)(C)C.C(OCC)(=O)C. (2) Given the product [OH:17][C:18]1[CH:19]=[CH:20][C:21]([O:22][CH2:23][C:24]([NH:1][C:2]2[CH:7]=[CH:6][CH:5]=[CH:4][C:3]=2[C:8]2[NH:9][C:10]3[C:15]([CH:16]=2)=[CH:14][CH:13]=[CH:12][CH:11]=3)=[O:25])=[CH:27][CH:28]=1, predict the reactants needed to synthesize it. The reactants are: [NH2:1][C:2]1[CH:7]=[CH:6][CH:5]=[CH:4][C:3]=1[C:8]1[NH:9][C:10]2[C:15]([CH:16]=1)=[CH:14][CH:13]=[CH:12][CH:11]=2.[OH:17][C:18]1[CH:28]=[CH:27][C:21]([O:22][CH2:23][C:24](O)=[O:25])=[CH:20][CH:19]=1. (3) The reactants are: C([O:3][C:4]([C:6]1[CH:7]=[N:8][N:9]([C:11]2[N:19]=[C:18]3[C:14]([N:15]=[CH:16][N:17]3[C@@H:20]3[CH2:24][C@H:23]([NH:25][C:26](=[O:29])[CH2:27][CH3:28])[C@@H:22]([OH:30])[C@H:21]3[OH:31])=[C:13]([NH:32][CH2:33][CH:34]([C:41]3[CH:46]=[CH:45][CH:44]=[CH:43][CH:42]=3)[C:35]3[CH:40]=[CH:39][CH:38]=[CH:37][CH:36]=3)[N:12]=2)[CH:10]=1)=[O:5])C.[OH-].[K+]. Given the product [OH:31][C@@H:21]1[C@H:22]([OH:30])[C@@H:23]([NH:25][C:26](=[O:29])[CH2:27][CH3:28])[CH2:24][C@H:20]1[N:17]1[CH:16]=[N:15][C:14]2[C:18]1=[N:19][C:11]([N:9]1[CH:10]=[C:6]([C:4]([OH:5])=[O:3])[CH:7]=[N:8]1)=[N:12][C:13]=2[NH:32][CH2:33][CH:34]([C:41]1[CH:42]=[CH:43][CH:44]=[CH:45][CH:46]=1)[C:35]1[CH:40]=[CH:39][CH:38]=[CH:37][CH:36]=1, predict the reactants needed to synthesize it. (4) Given the product [F:1][CH:2]([F:28])[O:3][C:4]1[CH:9]=[CH:8][C:7]([N:10]2[C:14]3[CH:15]=[C:16]([C:19]4[O:20][C:21]([NH:30][CH3:29])=[N:22][N:23]=4)[CH:17]=[CH:18][C:13]=3[N:12]=[CH:11]2)=[CH:6][CH:5]=1, predict the reactants needed to synthesize it. The reactants are: [F:1][CH:2]([F:28])[O:3][C:4]1[CH:9]=[CH:8][C:7]([N:10]2[C:14]3[CH:15]=[C:16]([C:19]4[O:20][C:21](S(C)(=O)=O)=[N:22][N:23]=4)[CH:17]=[CH:18][C:13]=3[N:12]=[CH:11]2)=[CH:6][CH:5]=1.[CH3:29][NH2:30].O1CCCC1. (5) Given the product [NH2:19][CH2:18][C:13]1[CH:14]=[C:15]2[C:10](=[CH:11][CH:12]=1)[N:9]([CH:27]1[CH2:32][CH2:31][N:30]([C:33]([O:35][CH2:36][C:37]3[CH:38]=[CH:39][CH:40]=[CH:41][CH:42]=3)=[O:34])[CH2:29][CH2:28]1)[C:8](=[O:43])[N:7]([CH2:6][C:5]1[CH:44]=[CH:45][C:46]([O:47][CH3:48])=[C:3]([O:2][CH3:1])[CH:4]=1)[C:16]2=[O:17], predict the reactants needed to synthesize it. The reactants are: [CH3:1][O:2][C:3]1[CH:4]=[C:5]([CH:44]=[CH:45][C:46]=1[O:47][CH3:48])[CH2:6][N:7]1[C:16](=[O:17])[C:15]2[C:10](=[CH:11][CH:12]=[C:13]([CH2:18][NH:19]C(OC(C)(C)C)=O)[CH:14]=2)[N:9]([CH:27]2[CH2:32][CH2:31][N:30]([C:33]([O:35][CH2:36][C:37]3[CH:42]=[CH:41][CH:40]=[CH:39][CH:38]=3)=[O:34])[CH2:29][CH2:28]2)[C:8]1=[O:43].C(O)(C(F)(F)F)=O.C([O-])(O)=O.[Na+]. (6) Given the product [Br:36][CH2:37][CH2:38][CH2:39][C:40]([NH:18][CH:17]1[C:11]2[C:12](=[N:13][C:8]([C:5]3[CH:6]=[CH:7][C:2]([Br:1])=[CH:3][C:4]=3[Cl:28])=[C:9]([C:21]3[CH:22]=[CH:23][C:24]([Cl:27])=[CH:25][CH:26]=3)[CH:10]=2)[O:14][C:15]([CH3:20])([CH3:19])[CH2:16]1)=[O:41], predict the reactants needed to synthesize it. The reactants are: [Br:1][C:2]1[CH:7]=[CH:6][C:5]([C:8]2[N:13]=[C:12]3[O:14][C:15]([CH3:20])([CH3:19])[CH2:16][CH:17]([NH2:18])[C:11]3=[CH:10][C:9]=2[C:21]2[CH:26]=[CH:25][C:24]([Cl:27])=[CH:23][CH:22]=2)=[C:4]([Cl:28])[CH:3]=1.CCN(CC)CC.[Br:36][CH2:37][CH2:38][CH2:39][C:40](Cl)=[O:41].C([O-])(O)=O.[Na+]. (7) Given the product [I:9][C:10]1[CH:18]=[CH:17][C:13]([C:14]([N:3]2[CH2:2][CH:1]3[O:8][CH:5]([CH2:6][CH2:7]3)[CH2:4]2)=[O:15])=[CH:12][CH:11]=1, predict the reactants needed to synthesize it. The reactants are: [CH:1]12[O:8][CH:5]([CH2:6][CH2:7]1)[CH2:4][NH:3][CH2:2]2.[I:9][C:10]1[CH:18]=[CH:17][C:13]([C:14](Cl)=[O:15])=[CH:12][CH:11]=1.